Dataset: Catalyst prediction with 721,799 reactions and 888 catalyst types from USPTO. Task: Predict which catalyst facilitates the given reaction. (1) The catalyst class is: 5. Product: [OH:23][C:19]1[CH:18]=[C:17]([OH:24])[CH:16]=[C:15]2[C:20]=1[C:21](=[O:22])[CH:12]=[C:13]([CH2:25][CH2:26][CH2:27][CH2:28][CH2:29][CH2:30][CH2:31][CH2:32][CH3:33])[O:14]2. Reactant: C([C:12]1[C:21](=[O:22])[C:20]2[C:15](=[CH:16][C:17]([OH:24])=[CH:18][C:19]=2[OH:23])[O:14][C:13]=1[CH2:25][CH2:26][CH2:27][CH2:28][CH2:29][CH2:30][CH2:31][CH2:32][CH3:33])(=O)CCCCCCCCC.[OH-].[Na+]. (2) Reactant: [CH3:1][C:2]1[S:6][C:5]([NH:7][C:8](=[O:32])[C:9]2[CH:14]=[CH:13][C:12]([O:15][C:16]3[CH:21]=[CH:20][N:19]=[C:18]4[NH:22][N:23]=[C:24]([NH:25][C@@H:26]5[CH2:31][CH2:30][CH2:29][NH:28][CH2:27]5)[C:17]=34)=[CH:11][CH:10]=2)=[N:4][CH:3]=1.[C:33](Cl)(=O)[CH:34]=[CH2:35]. Product: [S:6]1[C:2]2[CH:1]=[CH:33][CH:34]=[CH:35][C:3]=2[N:4]=[C:5]1[NH:7][C:8](=[O:32])[C:9]1[CH:14]=[CH:13][C:12]([O:15][C:16]2[CH:21]=[CH:20][N:19]=[C:18]3[NH:22][N:23]=[C:24]([NH:25][C@@H:26]4[CH2:31][CH2:30][CH2:29][NH:28][CH2:27]4)[C:17]=23)=[CH:11][CH:10]=1. The catalyst class is: 2. (3) Reactant: Br[C:2]1[CH:7]=[CH:6][C:5]([Br:8])=[CH:4][C:3]=1[N:9]1[CH:13]=[CH:12][C:11]([CH3:14])=[N:10]1.C([Mg]Cl)(C)C.[F:20][C:21]([F:28])([F:27])[C:22](OCC)=[O:23].Cl. Product: [Br:8][C:5]1[CH:6]=[CH:7][C:2]([C:22](=[O:23])[C:21]([F:28])([F:27])[F:20])=[C:3]([N:9]2[CH:13]=[CH:12][C:11]([CH3:14])=[N:10]2)[CH:4]=1. The catalyst class is: 1. (4) Reactant: [Cl:1][C:2]1[CH:3]=[C:4]([C:8]2[N:13]3[N:14]=[C:15]([CH3:18])[C:16](I)=[C:12]3[N:11]=[C:10]([N:19]3[CH2:23][CH2:22][CH2:21][C@H:20]3[CH2:24][OH:25])[CH:9]=2)[CH:5]=[CH:6][CH:7]=1.[CH3:26][O:27][C:28]1[CH:33]=[CH:32][C:31](B(O)O)=[CH:30][CH:29]=1.C1(C)C=CC=CC=1.C([O-])(O)=O.[Na+]. Product: [CH3:26][O:27][C:28]1[CH:33]=[CH:32][C:31]([C:16]2[C:15]([CH3:18])=[N:14][N:13]3[C:8]([C:4]4[CH:5]=[CH:6][CH:7]=[C:2]([Cl:1])[CH:3]=4)=[CH:9][C:10]([N:19]4[CH2:23][CH2:22][CH2:21][C@H:20]4[CH2:24][OH:25])=[N:11][C:12]=23)=[CH:30][CH:29]=1. The catalyst class is: 461.